The task is: Predict the reaction yield, written as a fraction of the theoretical maximum amount of product (1.0 means a 100% yield; for example, 0.34 means a 34% yield).. This data is from Reaction yield outcomes from USPTO patents with 853,638 reactions. (1) The reactants are Br[C:2]1[N:6]2[N:7]=[C:8]([Cl:11])[CH:9]=[CH:10][C:5]2=[N:4][CH:3]=1.CC[Mg+].[Br-].[F:16][C:17]1[C:26]([CH:27]=[O:28])=[C:25]([F:29])[CH:24]=[C:23]2[C:18]=1[CH:19]=[CH:20][CH:21]=[N:22]2. The catalyst is C1COCC1. The product is [Cl:11][C:8]1[CH:9]=[CH:10][C:5]2[N:6]([C:2]([CH:27]([C:26]3[C:17]([F:16])=[C:18]4[C:23](=[CH:24][C:25]=3[F:29])[N:22]=[CH:21][CH:20]=[CH:19]4)[OH:28])=[CH:3][N:4]=2)[N:7]=1. The yield is 0.970. (2) The reactants are [F:1][C:2]1([F:26])[O:6][C:5]2[CH:7]=[CH:8][CH:9]=[C:10]([N:11]3[CH:16]=[C:15]([O:17][CH3:18])[C:14](=[O:19])[C:13]([C:20](N(OC)C)=[O:21])=[N:12]3)[C:4]=2[O:3]1.[CH3:27][Mg+].[Br-]. The catalyst is C1COCC1. The product is [C:20]([C:13]1[C:14](=[O:19])[C:15]([O:17][CH3:18])=[CH:16][N:11]([C:10]2[C:4]3[O:3][C:2]([F:26])([F:1])[O:6][C:5]=3[CH:7]=[CH:8][CH:9]=2)[N:12]=1)(=[O:21])[CH3:27]. The yield is 0.990. (3) The reactants are P(Cl)(Cl)(Cl)=O.[F:6][C:7]1[CH:12]=[CH:11][C:10]([N:13]2[C:17]([CH3:18])=[CH:16][CH:15]=[C:14]2[CH3:19])=[C:9]([C:20]([F:23])([F:22])[F:21])[CH:8]=1.CN([CH:27]=[O:28])C. No catalyst specified. The product is [F:6][C:7]1[CH:12]=[CH:11][C:10]([N:13]2[C:17]([CH3:18])=[CH:16][C:15]([CH:27]=[O:28])=[C:14]2[CH3:19])=[C:9]([C:20]([F:23])([F:21])[F:22])[CH:8]=1. The yield is 0.370. (4) The reactants are [OH:1][CH2:2][CH2:3][N:4]([CH2:25][CH2:26][OH:27])[CH2:5][CH2:6][CH2:7][O:8][C:9]1[C:22]2[S:21][C:20]3[C:15](=[CH:16][CH:17]=[CH:18][CH:19]=3)[C:14](=[O:23])[C:13]=2[C:12]([Cl:24])=[CH:11][CH:10]=1.[CH2:28]([Br:35])[C:29]1[CH:34]=[CH:33][CH:32]=[CH:31][CH:30]=1. The yield is 0.790. The product is [Br-:35].[CH2:28]([N+:4]([CH2:5][CH2:6][CH2:7][O:8][C:9]1[C:22]2[S:21][C:20]3[C:15](=[CH:16][CH:17]=[CH:18][CH:19]=3)[C:14](=[O:23])[C:13]=2[C:12]([Cl:24])=[CH:11][CH:10]=1)([CH2:25][CH2:26][OH:27])[CH2:3][CH2:2][OH:1])[C:29]1[CH:34]=[CH:33][CH:32]=[CH:31][CH:30]=1. The catalyst is CN(C=O)C. (5) The reactants are Br[C:2]1[CH:7]=[C:6]([N+:8]([O-:10])=[O:9])[CH:5]=[CH:4][C:3]=1[F:11].C([Sn](CCCC)(CCCC)[C:17]1[CH:22]=[CH:21][N:20]=[CH:19][CH:18]=1)CCC.[Cl-].[Li+]. The catalyst is CN(C)C(=O)C.[Cu]I.C1C=CC([P]([Pd]([P](C2C=CC=CC=2)(C2C=CC=CC=2)C2C=CC=CC=2)([P](C2C=CC=CC=2)(C2C=CC=CC=2)C2C=CC=CC=2)[P](C2C=CC=CC=2)(C2C=CC=CC=2)C2C=CC=CC=2)(C2C=CC=CC=2)C2C=CC=CC=2)=CC=1. The product is [F:11][C:3]1[CH:4]=[CH:5][C:6]([N+:8]([O-:10])=[O:9])=[CH:7][C:2]=1[C:17]1[CH:22]=[CH:21][N:20]=[CH:19][CH:18]=1. The yield is 0.880. (6) The reactants are [Br:1][C:2]1[CH:7]=[CH:6][C:5]([NH:8][C:9]2[N:14]=[C:13]3[C:15]4[C:16](=[C:20]([C:24]([O:26]CC)=[O:25])[N:21]([CH3:23])[N:22]=4)[CH2:17][CH2:18][CH2:19][C:12]3=[CH:11][N:10]=2)=[C:4]([O:29][CH3:30])[CH:3]=1.[OH-].[Na+]. The catalyst is CCO. The product is [Br:1][C:2]1[CH:7]=[CH:6][C:5]([NH:8][C:9]2[N:14]=[C:13]3[C:15]4[C:16](=[C:20]([C:24]([OH:26])=[O:25])[N:21]([CH3:23])[N:22]=4)[CH2:17][CH2:18][CH2:19][C:12]3=[CH:11][N:10]=2)=[C:4]([O:29][CH3:30])[CH:3]=1. The yield is 0.800. (7) The reactants are C1(N2CCN([C:13]3[N:14]=[C:15]([NH:22][C@H:23]4[CH2:27][CH2:26][CH2:25][C@@H:24]4[NH:28][C:29](=[O:35])OC(C)(C)C)[C:16]4[S:21][CH2:20][CH2:19][C:17]=4[N:18]=3)CC2)C=CC=CC=1.[CH:36]([N:39]([CH:42]([CH3:44])C)[CH2:40]C)([CH3:38])C.Cl.[Cl:46]C1N=C(NC2CCCNC2)C2SCCC=2N=1. The catalyst is CS(C)=O. The product is [CH3:40][N:39]1[CH:36]=[CH:38][CH:44]=[C:42]1[C:29]([N:28]1[CH2:25][CH2:26][CH2:27][CH:23]([NH:22][C:15]2[C:16]3[S:21][CH2:20][CH2:19][C:17]=3[N:18]=[C:13]([Cl:46])[N:14]=2)[CH2:24]1)=[O:35]. The yield is 0.850. (8) The reactants are CC1C=C(C)C=C(C)C=1S([O-])(=O)=O.[NH2:14][N+:15]1[CH:20]=[CH:19][C:18]([Br:21])=[CH:17][C:16]=1[NH2:22].[F:23][C:24]1[CH:25]=[C:26]([CH:30]=[CH:31][CH:32]=1)[C:27](Cl)=O. No catalyst specified. The product is [Br:21][C:18]1[CH:19]=[CH:20][N:15]2[N:14]=[C:27]([C:26]3[CH:30]=[CH:31][CH:32]=[C:24]([F:23])[CH:25]=3)[N:22]=[C:16]2[CH:17]=1. The yield is 0.709. (9) The reactants are [CH2:1]([N:5]1[CH:10]=[CH:9][C:8]([CH3:12])([CH3:11])[CH2:7][CH2:6]1)[CH:2]([CH3:4])[CH3:3].C(N(CC)CC)C.[CH3:20][O:21][C:22]1[CH:30]=[C:29]([O:31][CH3:32])[CH:28]=[CH:27][C:23]=1[C:24](Cl)=[O:25]. The catalyst is C(Cl)Cl. The product is [CH3:20][O:21][C:22]1[CH:30]=[C:29]([O:31][CH3:32])[CH:28]=[CH:27][C:23]=1[C:24]([C:9]1[C:8]([CH3:12])([CH3:11])[CH2:7][CH2:6][N:5]([CH2:1][CH:2]([CH3:4])[CH3:3])[CH:10]=1)=[O:25]. The yield is 0.0300. (10) The reactants are [F:1][C:2]1[CH:20]=[CH:19][C:5]([CH2:6][NH:7][C:8]([C:10]2[CH:15]=[C:14]([CH:16]=O)[N:13]=[C:12]([CH3:18])[N:11]=2)=[O:9])=[CH:4][C:3]=1[O:21][CH3:22].[NH2:23][OH:24].Cl.C([O-])(=O)C.[Na+]. The catalyst is CCO. The product is [F:1][C:2]1[CH:20]=[CH:19][C:5]([CH2:6][NH:7][C:8]([C:10]2[CH:15]=[C:14]([CH:16]=[N:23][OH:24])[N:13]=[C:12]([CH3:18])[N:11]=2)=[O:9])=[CH:4][C:3]=1[O:21][CH3:22]. The yield is 0.800.